From a dataset of Forward reaction prediction with 1.9M reactions from USPTO patents (1976-2016). Predict the product of the given reaction. (1) Given the reactants [CH2:1]([O:3]/[C:4](=[CH:10]\[C:11]1[CH:16]=[CH:15][C:14]([C:17]2[CH:22]=[CH:21][CH:20]=[C:19]([N:23]([CH3:36])[C:24]([O:26]C3C=CC([N+]([O-])=O)=CC=3)=O)[CH:18]=2)=[CH:13][CH:12]=1)/[C:5]([O:7][CH2:8][CH3:9])=[O:6])[CH3:2].[CH2:37]([NH2:41])[CH2:38][CH2:39][CH3:40].O, predict the reaction product. The product is: [CH2:37]([NH:41][C:24](=[O:26])[N:23]([C:19]1[CH:18]=[C:17]([C:14]2[CH:15]=[CH:16][C:11](/[CH:10]=[C:4](\[O:3][CH2:1][CH3:2])/[C:5]([O:7][CH2:8][CH3:9])=[O:6])=[CH:12][CH:13]=2)[CH:22]=[CH:21][CH:20]=1)[CH3:36])[CH2:38][CH2:39][CH3:40]. (2) Given the reactants [NH:1]1[CH2:6][CH2:5][CH2:4][CH:3]([CH2:7][NH:8][C:9]([C:11]2[C:15]3[N:16]=[CH:17][N:18]=[C:19]([C:20]4[C:28]5[O:27][CH2:26][O:25][C:24]=5[CH:23]=[CH:22][C:21]=4[O:29][CH2:30][CH:31]4[CH2:33][CH2:32]4)[C:14]=3[NH:13][CH:12]=2)=[O:10])[CH2:2]1.[C:34](Cl)(=[O:37])[CH2:35][CH3:36], predict the reaction product. The product is: [C:34]([N:1]1[CH2:6][CH2:5][CH2:4][CH:3]([CH2:7][NH:8][C:9]([C:11]2[C:15]3[N:16]=[CH:17][N:18]=[C:19]([C:20]4[C:28]5[O:27][CH2:26][O:25][C:24]=5[CH:23]=[CH:22][C:21]=4[O:29][CH2:30][CH:31]4[CH2:33][CH2:32]4)[C:14]=3[NH:13][CH:12]=2)=[O:10])[CH2:2]1)(=[O:37])[CH2:35][CH3:36].